This data is from Full USPTO retrosynthesis dataset with 1.9M reactions from patents (1976-2016). The task is: Predict the reactants needed to synthesize the given product. The reactants are: [ClH:1].[CH3:2][O:3][C:4](=[O:44])[C@@H:5]([NH:25][C:26](=[O:43])[C:27]1[CH:32]=[CH:31][C:30]([C:33]#[C:34][C:35]2[CH:40]=[CH:39][C:38]([CH2:41][NH2:42])=[CH:37][CH:36]=2)=[CH:29][CH:28]=1)[CH2:6][NH:7][C:8]([O:10][CH2:11][CH:12]1[C:24]2[CH:23]=[CH:22][CH:21]=[CH:20][C:19]=2[C:18]2[C:13]1=[CH:14][CH:15]=[CH:16][CH:17]=2)=[O:9].[NH:45]([C:50]([O:52][C:53]([CH3:56])([CH3:55])[CH3:54])=[O:51])[CH2:46][C:47](O)=[O:48].CN(C(ON1N=NC2C=CC=NC1=2)=[N+](C)C)C.F[P-](F)(F)(F)(F)F.CCN(C(C)C)C(C)C.Cl.O1CCOCC1. Given the product [ClH:1].[CH3:2][O:3][C:4](=[O:44])[C@@H:5]([NH:25][C:26](=[O:43])[C:27]1[CH:28]=[CH:29][C:30]([C:33]#[C:34][C:35]2[CH:40]=[CH:39][C:38]([CH2:41][NH:42][C:47](=[O:48])[CH2:46][NH:45][C:50]([O:52][C:53]([CH3:55])([CH3:54])[CH3:56])=[O:51])=[CH:37][CH:36]=2)=[CH:31][CH:32]=1)[CH2:6][NH:7][C:8]([O:10][CH2:11][CH:12]1[C:13]2[CH:14]=[CH:15][CH:16]=[CH:17][C:18]=2[C:19]2[C:24]1=[CH:23][CH:22]=[CH:21][CH:20]=2)=[O:9], predict the reactants needed to synthesize it.